From a dataset of Catalyst prediction with 721,799 reactions and 888 catalyst types from USPTO. Predict which catalyst facilitates the given reaction. (1) Reactant: [OH:1][C:2]1[C:11]2[C:6](=[CH:7][CH:8]=[CH:9][CH:10]=2)[CH:5]=[C:4](O)[CH:3]=1.S([O:18][CH3:19])(OC)(=O)=O.[CH3:20]O. Product: [CH3:20][O:1][C:2]1[C:11]2[C:6](=[CH:7][CH:8]=[CH:9][CH:10]=2)[CH:5]=[C:4]([O:18][CH3:19])[CH:3]=1. The catalyst class is: 4. (2) Reactant: [BH4-].[Na+].[OH:3][C:4]1[CH:11]=[CH:10][C:7]([CH:8]=[O:9])=[C:6]([O:12][CH3:13])[CH:5]=1.C1COCC1. Product: [OH:3][C:4]1[CH:11]=[CH:10][C:7]([CH2:8][OH:9])=[C:6]([O:12][CH3:13])[CH:5]=1. The catalyst class is: 8. (3) Reactant: C([O:9][C@H:10]1[CH2:14][O:13][C@@H:12]2[C@@H:15]([O:18]C(=O)C3C=CC=CC=3)[CH2:16][O:17][C@H:11]12)(=O)C1C=CC=CC=1.[OH-].[Na+].CO. Product: [O:13]1[CH2:14][C@H:10]([OH:9])[C@H:11]2[O:17][CH2:16][C@H:15]([OH:18])[C@@H:12]12. The catalyst class is: 7. (4) Reactant: [CH2:1]([O:3][C:4](=[O:19])[C:5](=O)[CH2:6][C:7](=[O:17])/[CH:8]=[CH:9]/[C:10]1[CH:15]=[CH:14][C:13]([Cl:16])=[CH:12][CH:11]=1)[CH3:2].C([O-])(=O)C.[NH4+:24]. Product: [CH2:1]([O:3][C:4](=[O:19])/[C:5](/[NH2:24])=[CH:6]/[C:7](=[O:17])/[CH:8]=[CH:9]/[C:10]1[CH:15]=[CH:14][C:13]([Cl:16])=[CH:12][CH:11]=1)[CH3:2]. The catalyst class is: 14. (5) Reactant: [SH:1][C:2]1[N:3]([CH3:7])[CH:4]=[CH:5][N:6]=1.Cl[CH2:9][CH2:10][CH2:11][N:12]1[CH2:17][CH2:16][N:15]([C:18]2[CH:23]=[CH:22][CH:21]=[C:20]([Cl:24])[CH:19]=2)[CH2:14][CH2:13]1.C([O-])([O-])=O.[K+].[K+].O. Product: [CH3:7][N:3]1[CH:4]=[CH:5][N:6]=[C:2]1[S:1][CH2:9][CH2:10][CH2:11][N:12]1[CH2:17][CH2:16][N:15]([C:18]2[CH:23]=[CH:22][CH:21]=[C:20]([Cl:24])[CH:19]=2)[CH2:14][CH2:13]1. The catalyst class is: 115.